Dataset: Catalyst prediction with 721,799 reactions and 888 catalyst types from USPTO. Task: Predict which catalyst facilitates the given reaction. (1) Reactant: [OH-].[Na+].[CH3:3][C:4]1[O:8][N:7]=[C:6]([C:9]2[CH:10]=[C:11]([CH:22]=[CH:23][CH:24]=2)[O:12][CH:13]([CH2:19][CH2:20][CH3:21])[C:14]([O:16]CC)=[O:15])[N:5]=1.CO. Product: [CH3:3][C:4]1[O:8][N:7]=[C:6]([C:9]2[CH:10]=[C:11]([CH:22]=[CH:23][CH:24]=2)[O:12][CH:13]([CH2:19][CH2:20][CH3:21])[C:14]([OH:16])=[O:15])[N:5]=1. The catalyst class is: 6. (2) Reactant: [CH2:1]([C:5]1([C:18](OC)=[O:19])[CH2:10][CH2:9][N:8]([C:11]([O:13][C:14]([CH3:17])([CH3:16])[CH3:15])=[O:12])[CH2:7][CH2:6]1)[CH2:2][CH:3]=[CH2:4].[H-].[H-].[H-].[H-].[Li+].[Al+3].C1COCC1.O.[OH-].[Na+]. Product: [CH2:1]([C:5]1([CH2:18][OH:19])[CH2:6][CH2:7][N:8]([C:11]([O:13][C:14]([CH3:16])([CH3:15])[CH3:17])=[O:12])[CH2:9][CH2:10]1)[CH2:2][CH:3]=[CH2:4]. The catalyst class is: 1. (3) Product: [C:82]([C:79]1[CH:78]=[CH:77][C:76]([C:56]2[C:55]3[NH:84][C:52](=[CH:53][CH:54]=3)[C:51]([C:85]3[CH:90]=[CH:89][C:88]([C:91]#[CH:92])=[CH:87][CH:86]=3)=[C:50]3[N:93]=[C:47]([CH:48]=[CH:49]3)[C:46]([C:43]3[CH:44]=[CH:45][C:40]([C:38]#[CH:39])=[CH:41][CH:42]=3)=[C:65]3[NH:66][C:62]([CH:63]=[CH:64]3)=[C:61]([C:67]3[CH:68]=[CH:69][C:70]([C:73]#[CH:74])=[CH:71][CH:72]=3)[C:60]3=[N:75][C:57]=2[CH:58]=[CH:59]3)=[CH:81][CH:80]=1)#[CH:83].[Co:9]. Reactant: O.O.O.O.C([O-])(=O)C.[Co+2:9].C([O-])(=O)C.C12C=C3N=C(C=C3)C=C3NC(C=C3)=CC3=NC(C=C3)=CC(N1)=CC=2.[C:38]([C:40]1[CH:45]=[CH:44][C:43]([C:46]2[C:65]3[NH:66][C:62](=[CH:63][CH:64]=3)[C:61]([C:67]3[CH:72]=[CH:71][C:70]([C:73]#[CH:74])=[CH:69][CH:68]=3)=[C:60]3[N:75]=[C:57]([CH:58]=[CH:59]3)[C:56]([C:76]3[CH:81]=[CH:80][C:79]([C:82]#[CH:83])=[CH:78][CH:77]=3)=[C:55]3[NH:84][C:52]([CH:53]=[CH:54]3)=[C:51]([C:85]3[CH:90]=[CH:89][C:88]([C:91]#[CH:92])=[CH:87][CH:86]=3)[C:50]3=[N:93][C:47]=2[CH:48]=[CH:49]3)=[CH:42][CH:41]=1)#[CH:39].O. The catalyst class is: 3. (4) Reactant: [C:1]([OH:10])(=[O:9])[C:2]1[C:3](=[CH:5][CH:6]=[CH:7][CH:8]=1)[NH2:4].C(N(CC)CC)C.[CH:18]1[C:27]2[C:22](=[CH:23][CH:24]=[CH:25][CH:26]=2)[CH:21]=[CH:20][C:19]=1[C:28]1[N:29]=[C:30]([C:33](Cl)=[O:34])[S:31][CH:32]=1. Product: [CH:18]1[C:27]2[C:22](=[CH:23][CH:24]=[CH:25][CH:26]=2)[CH:21]=[CH:20][C:19]=1[C:28]1[N:29]=[C:30]([C:33]([NH:4][C:3]2[CH:5]=[CH:6][CH:7]=[CH:8][C:2]=2[C:1]([OH:10])=[O:9])=[O:34])[S:31][CH:32]=1. The catalyst class is: 7. (5) Reactant: [Br:1][C:2]1[N:3]=[C:4]([C@@H:12]2[O:17][CH2:16][C@H:15]([CH2:18][O:19][Si:20]([C:33]([CH3:36])([CH3:35])[CH3:34])([C:27]3[CH:32]=[CH:31][CH:30]=[CH:29][CH:28]=3)[C:21]3[CH:26]=[CH:25][CH:24]=[CH:23][CH:22]=3)[N:14]([C:37]([O:39][C:40]([CH3:43])([CH3:42])[CH3:41])=[O:38])[CH2:13]2)[N:5]2[CH:10]=[CH:9][N:8]=[C:7](Cl)[C:6]=12.[CH3:44][O:45][C:46]1[CH:51]=[C:50]([O:52][CH3:53])[CH:49]=[CH:48][C:47]=1[CH2:54][NH2:55].C(N(C(C)C)C(C)C)C. Product: [Br:1][C:2]1[N:3]=[C:4]([C@@H:12]2[O:17][CH2:16][C@H:15]([CH2:18][O:19][Si:20]([C:33]([CH3:36])([CH3:35])[CH3:34])([C:27]3[CH:32]=[CH:31][CH:30]=[CH:29][CH:28]=3)[C:21]3[CH:26]=[CH:25][CH:24]=[CH:23][CH:22]=3)[N:14]([C:37]([O:39][C:40]([CH3:43])([CH3:42])[CH3:41])=[O:38])[CH2:13]2)[N:5]2[CH:10]=[CH:9][N:8]=[C:7]([NH:55][CH2:54][C:47]3[CH:48]=[CH:49][C:50]([O:52][CH3:53])=[CH:51][C:46]=3[O:45][CH3:44])[C:6]=12. The catalyst class is: 12.